This data is from Reaction yield outcomes from USPTO patents with 853,638 reactions. The task is: Predict the reaction yield, written as a fraction of the theoretical maximum amount of product (1.0 means a 100% yield; for example, 0.34 means a 34% yield). (1) The reactants are [C:1]([C:5]1[CH:10]=[CH:9][C:8]([C:11]2[C:19]3[C:14](=[CH:15][CH:16]=[C:17]([NH:20][CH2:21][CH:22]4[CH2:24][CH2:23]4)[CH:18]=3)[N:13]([CH2:25][C:26]3[CH:31]=[CH:30][CH:29]=[C:28]([O:32][CH3:33])[CH:27]=3)[C:12]=2[C:34]([O:36]CC)=[O:35])=[CH:7][CH:6]=1)([CH3:4])([CH3:3])[CH3:2].[ClH:39]. No catalyst specified. The product is [ClH:39].[C:1]([C:5]1[CH:6]=[CH:7][C:8]([C:11]2[C:19]3[C:14](=[CH:15][CH:16]=[C:17]([NH:20][CH2:21][CH:22]4[CH2:24][CH2:23]4)[CH:18]=3)[N:13]([CH2:25][C:26]3[CH:31]=[CH:30][CH:29]=[C:28]([O:32][CH3:33])[CH:27]=3)[C:12]=2[C:34]([OH:36])=[O:35])=[CH:9][CH:10]=1)([CH3:4])([CH3:2])[CH3:3]. The yield is 0.590. (2) The yield is 0.444. The reactants are [C:1]1([CH3:17])[CH:6]=[CH:5][CH:4]=[C:3]([O:7][C:8]2[CH:9]=[C:10]([CH:14]=[CH:15][CH:16]=2)[C:11]([OH:13])=O)[CH:2]=1.[NH2:18][C@@H:19]1[C@H:23]2[O:24][CH2:25][C@H:26]([NH:27][C:28]([CH:30]3[CH2:32][CH2:31]3)=[O:29])[C@H:22]2[O:21][CH2:20]1. The product is [CH:30]1([C:28]([NH:27][C@@H:26]2[C@H:22]3[O:21][CH2:20][C@H:19]([NH:18][C:11](=[O:13])[C:10]4[CH:14]=[CH:15][CH:16]=[C:8]([O:7][C:3]5[CH:2]=[C:1]([CH3:17])[CH:6]=[CH:5][CH:4]=5)[CH:9]=4)[C@H:23]3[O:24][CH2:25]2)=[O:29])[CH2:31][CH2:32]1. No catalyst specified. (3) The reactants are [C:1]([O:4][CH2:5][C:6](=[O:27])[C@@H:7]([C:20]([O:22][C:23]([CH3:26])([CH3:25])[CH3:24])=[O:21])[CH2:8][C:9]1[CH:19]=[CH:18][C:12]2[O:13][C:14]([CH3:17])([CH3:16])[O:15][C:11]=2[CH:10]=1)(=[O:3])[CH3:2].[Li].CC([O-])(C)C.CC([O-])(C)C.CC([O-])(C)C.[Al+3]. The catalyst is C(O)C. The product is [C:1]([O:4][CH2:5][C@@H:6]([OH:27])[C@@H:7]([C:20]([O:22][C:23]([CH3:26])([CH3:25])[CH3:24])=[O:21])[CH2:8][C:9]1[CH:19]=[CH:18][C:12]2[O:13][C:14]([CH3:16])([CH3:17])[O:15][C:11]=2[CH:10]=1)(=[O:3])[CH3:2]. The yield is 0.980. (4) The reactants are [CH3:1][O:2][C:3]1[CH:8]=[CH:7][C:6]([NH:9][CH2:10][C:11]([NH:13][C:14]2[C:15]([C:22]3[CH:27]=[CH:26][C:25]([N:28]([CH3:30])[CH3:29])=[CH:24][CH:23]=3)=[N:16][C:17]([O:20][CH3:21])=[CH:18][CH:19]=2)=[O:12])=[CH:5][CH:4]=1.C(OCC)(=O)C.C(=O)(O)[O-].[Na+].[Br:42][CH2:43][C:44](Br)=[O:45]. The catalyst is O. The product is [Br:42][CH2:43][C:44]([N:9]([CH2:10][C:11]([NH:13][C:14]1[C:15]([C:22]2[CH:23]=[CH:24][C:25]([N:28]([CH3:30])[CH3:29])=[CH:26][CH:27]=2)=[N:16][C:17]([O:20][CH3:21])=[CH:18][CH:19]=1)=[O:12])[C:6]1[CH:5]=[CH:4][C:3]([O:2][CH3:1])=[CH:8][CH:7]=1)=[O:45]. The yield is 0.620.